From a dataset of NCI-60 drug combinations with 297,098 pairs across 59 cell lines. Regression. Given two drug SMILES strings and cell line genomic features, predict the synergy score measuring deviation from expected non-interaction effect. Drug 1: C1CC(C1)(C(=O)O)C(=O)O.[NH2-].[NH2-].[Pt+2]. Drug 2: COCCOC1=C(C=C2C(=C1)C(=NC=N2)NC3=CC=CC(=C3)C#C)OCCOC.Cl. Cell line: A549. Synergy scores: CSS=26.1, Synergy_ZIP=-2.94, Synergy_Bliss=3.67, Synergy_Loewe=1.35, Synergy_HSA=4.49.